From a dataset of Catalyst prediction with 721,799 reactions and 888 catalyst types from USPTO. Predict which catalyst facilitates the given reaction. (1) Reactant: C[O:2][C:3](=[O:38])[CH2:4][CH2:5][NH:6][C:7](=[O:37])[C:8]1[CH:13]=[CH:12][C:11]([C:14]([C:21]2[CH:26]=[CH:25][C:24]([C:27]3[CH:32]=[CH:31][C:30]([C:33]([F:36])([F:35])[F:34])=[CH:29][CH:28]=3)=[CH:23][CH:22]=2)=[CH:15][CH2:16][CH2:17][CH2:18][CH2:19][CH3:20])=[CH:10][CH:9]=1.[OH-].[Na+]. Product: [F:34][C:33]([F:35])([F:36])[C:30]1[CH:29]=[CH:28][C:27]([C:24]2[CH:23]=[CH:22][C:21]([C:14]([C:11]3[CH:10]=[CH:9][C:8]([C:7]([NH:6][CH2:5][CH2:4][C:3]([OH:38])=[O:2])=[O:37])=[CH:13][CH:12]=3)=[CH:15][CH2:16][CH2:17][CH2:18][CH2:19][CH3:20])=[CH:26][CH:25]=2)=[CH:32][CH:31]=1. The catalyst class is: 5. (2) The catalyst class is: 54. Product: [OH:2][NH:1][S:13]([C:11]1[CH:10]=[CH:9][C:8]2=[N:4][S:5][N:6]=[C:7]2[CH:12]=1)(=[O:15])=[O:14]. Reactant: [NH2:1][OH:2].O.[N:4]1[S:5][N:6]=[C:7]2[CH:12]=[C:11]([S:13](Cl)(=[O:15])=[O:14])[CH:10]=[CH:9][C:8]=12.S(Cl)(Cl)(=O)=O. (3) Reactant: [N:1]1[C:10]2[C:5](=[CH:6][C:7]([CH2:11][NH2:12])=[CH:8][CH:9]=2)[CH:4]=[CH:3][CH:2]=1.Br[C:14]1[C:15]([NH2:21])=[N:16][CH:17]=[C:18]([Br:20])[N:19]=1.C(N(CC)CC)C. Product: [Br:20][C:18]1[N:19]=[C:14]([NH:12][CH2:11][C:7]2[CH:6]=[C:5]3[C:10](=[CH:9][CH:8]=2)[N:1]=[CH:2][CH:3]=[CH:4]3)[C:15]([NH2:21])=[N:16][CH:17]=1. The catalyst class is: 34. (4) Reactant: ClC[C:3](=O)[C:4]([OH:6])=[O:5].[CH3:8][O:9][C:10]1[CH:11]=[C:12]2[C:16](=[CH:17][CH:18]=1)[NH:15][C:14](=O)[C:13]2=[O:20].[OH-].[K+].S([O-])(O)=O.[Na+].Cl. Product: [OH:20][C:13]1[CH:14]=[N:15][C:16]2[C:12]([C:3]=1[C:4]([OH:6])=[O:5])=[CH:11][C:10]([O:9][CH3:8])=[CH:18][CH:17]=2. The catalyst class is: 6.